From a dataset of Reaction yield outcomes from USPTO patents with 853,638 reactions. Predict the reaction yield, written as a fraction of the theoretical maximum amount of product (1.0 means a 100% yield; for example, 0.34 means a 34% yield). (1) The reactants are [OH:1][C:2]1[CH:9]=[CH:8][C:5]([CH2:6][OH:7])=[CH:4][CH:3]=1.C(N([CH2:15][CH3:16])CC)C.[C:17](O[C:17](=[O:20])[CH2:18][CH3:19])(=[O:20])[CH2:18][CH3:19].[C:26](OCC)(=[O:28])C. The catalyst is ClCCl.CCCCCCC. The product is [C:17]([O:7][CH2:6][C:5]1[CH:8]=[CH:9][C:2]([O:1][C:26](=[O:28])[CH2:15][CH3:16])=[CH:3][CH:4]=1)(=[O:20])[CH2:18][CH3:19]. The yield is 0.970. (2) The reactants are [Cl:1][C:2]1[CH:3]=[C:4]([OH:9])[CH:5]=[CH:6][C:7]=1[Cl:8].F[C:11]1[CH:16]=[CH:15][C:14]([N+:17]([O-:19])=[O:18])=[CH:13][C:12]=1[O:20][CH3:21].C(=O)([O-])[O-].[K+].[K+]. The catalyst is O. The product is [Cl:8][C:7]1[CH:6]=[CH:5][C:4]([O:9][C:11]2[CH:16]=[CH:15][C:14]([N+:17]([O-:19])=[O:18])=[CH:13][C:12]=2[O:20][CH3:21])=[CH:3][C:2]=1[Cl:1]. The yield is 0.820. (3) The reactants are CC1(C)[O:6][C@@H:5]([CH2:7][CH2:8][NH:9][C:10]([CH:12]2[CH:16]([C:17]3[CH:22]=[CH:21][CH:20]=[C:19]([Cl:23])[C:18]=3[F:24])[C:15]([C:27]3[CH:32]=[CH:31][C:30]([Cl:33])=[CH:29][C:28]=3[F:34])([C:25]#[N:26])[CH:14]([CH2:35][C:36]([C:39]3[CH2:40][CH2:41][N:42]([CH2:45][C:46]4[CH:51]=[CH:50][CH:49]=[CH:48][CH:47]=4)[CH2:43][CH:44]=3)([CH3:38])[CH3:37])[NH:13]2)=[O:11])[CH2:4][O:3]1.Cl. The catalyst is O1CCCC1. The product is [OH:6][C@H:5]([CH2:4][OH:3])[CH2:7][CH2:8][NH:9][C:10]([CH:12]1[CH:16]([C:17]2[CH:22]=[CH:21][CH:20]=[C:19]([Cl:23])[C:18]=2[F:24])[C:15]([C:27]2[CH:32]=[CH:31][C:30]([Cl:33])=[CH:29][C:28]=2[F:34])([C:25]#[N:26])[CH:14]([CH2:35][C:36]([C:39]2[CH2:44][CH2:43][N:42]([CH2:45][C:46]3[CH:51]=[CH:50][CH:49]=[CH:48][CH:47]=3)[CH2:41][CH:40]=2)([CH3:38])[CH3:37])[NH:13]1)=[O:11]. The yield is 0.320.